From a dataset of Forward reaction prediction with 1.9M reactions from USPTO patents (1976-2016). Predict the product of the given reaction. (1) Given the reactants [Br:1][C:2]1[CH:7]=[CH:6][C:5]2[C:8]3([O:26][C:27](=[O:28])[C:4]=2[CH:3]=1)[CH2:13][CH2:12][N:11]([C:14]([C:16]1[C:24]2[C:19](=[CH:20][C:21]([Cl:25])=[CH:22][CH:23]=2)[NH:18][CH:17]=1)=[O:15])[CH2:10][CH2:9]3.[F:29][C:30]1[CH:31]=[C:32]([CH:36]=[C:37]([F:39])[CH:38]=1)[C:33](Cl)=[O:34], predict the reaction product. The product is: [Br:1][C:2]1[CH:7]=[CH:6][C:5]2[C:8]3([O:26][C:27](=[O:28])[C:4]=2[CH:3]=1)[CH2:9][CH2:10][N:11]([C:14]([C:16]1[C:24]2[C:19](=[CH:20][C:21]([Cl:25])=[CH:22][CH:23]=2)[N:18]([C:33](=[O:34])[C:32]2[CH:31]=[C:30]([F:29])[CH:38]=[C:37]([F:39])[CH:36]=2)[CH:17]=1)=[O:15])[CH2:12][CH2:13]3. (2) Given the reactants [O:1]=[S:2]1(=[O:22])[CH2:7][CH2:6][CH:5]([C:8]2[CH:13]=[CH:12][C:11]([NH2:14])=[C:10]([N:15]3[CH2:20][CH2:19][CH:18]([CH3:21])[CH2:17][CH2:16]3)[CH:9]=2)[CH2:4][CH2:3]1.[K+].[C:24]([C:26]1[N:27]=[C:28]([C:39]([O-])=[O:40])[N:29](COCC[Si](C)(C)C)[CH:30]=1)#[N:25].C1CN([P+](Br)(N2CCCC2)N2CCCC2)CC1.F[P-](F)(F)(F)(F)F.CCN(C(C)C)C(C)C, predict the reaction product. The product is: [O:22]=[S:2]1(=[O:1])[CH2:7][CH2:6][CH:5]([C:8]2[CH:13]=[CH:12][C:11]([NH:14][C:39]([C:28]3[NH:29][CH:30]=[C:26]([C:24]#[N:25])[N:27]=3)=[O:40])=[C:10]([N:15]3[CH2:16][CH2:17][CH:18]([CH3:21])[CH2:19][CH2:20]3)[CH:9]=2)[CH2:4][CH2:3]1. (3) Given the reactants [C:1]([O:5][C:6](=[O:20])[CH2:7][O:8][C:9]1[C:18]2[CH2:17][CH2:16][CH2:15][CH:14]([NH2:19])[C:13]=2[CH:12]=[CH:11][CH:10]=1)([CH3:4])([CH3:3])[CH3:2].C(NC(C)C)(C)C.[Br:28][C:29]1[CH:34]=[CH:33][C:32]([S:35](Cl)(=[O:37])=[O:36])=[CH:31][CH:30]=1, predict the reaction product. The product is: [C:1]([O:5][C:6](=[O:20])[CH2:7][O:8][C:9]1[C:18]2[CH2:17][CH2:16][CH2:15][CH:14]([NH:19][S:35]([C:32]3[CH:33]=[CH:34][C:29]([Br:28])=[CH:30][CH:31]=3)(=[O:37])=[O:36])[C:13]=2[CH:12]=[CH:11][CH:10]=1)([CH3:4])([CH3:2])[CH3:3].